From a dataset of Forward reaction prediction with 1.9M reactions from USPTO patents (1976-2016). Predict the product of the given reaction. (1) The product is: [ClH:28].[O:26]=[C:14]1[CH2:15][NH:16][CH2:17][CH2:18][N:13]1[C:8]1[CH:9]=[CH:10][CH:11]=[CH:12][C:7]=1/[CH:6]=[CH:5]/[C:4]([O:3][CH2:1][CH3:2])=[O:27]. Given the reactants [CH2:1]([O:3][C:4](=[O:27])/[CH:5]=[CH:6]/[C:7]1[CH:12]=[CH:11][CH:10]=[CH:9][C:8]=1[N:13]1[CH2:18][CH2:17][N:16](C(OC(C)(C)C)=O)[CH2:15][C:14]1=[O:26])[CH3:2].[ClH:28].O1CCOCC1, predict the reaction product. (2) Given the reactants Cl[C:2]1[CH:7]=[C:6]([NH:8][C:9]2[CH:19]=[CH:18][CH:17]=[CH:16][C:10]=2[C:11]([NH:13][O:14][CH3:15])=[O:12])[C:5]([Cl:20])=[CH:4][N:3]=1.[CH3:21][N:22]1[CH:26]=[C:25]([NH2:27])[C:24]([CH3:28])=[N:23]1.C(=O)([O-])[O-].[Cs+].[Cs+].C1C=CC(P(C2C(C3C(P(C4C=CC=CC=4)C4C=CC=CC=4)=CC=C4C=3C=CC=C4)=C3C(C=CC=C3)=CC=2)C2C=CC=CC=2)=CC=1, predict the reaction product. The product is: [Cl:20][C:5]1[C:6]([NH:8][C:9]2[CH:19]=[CH:18][CH:17]=[CH:16][C:10]=2[C:11]([NH:13][O:14][CH3:15])=[O:12])=[CH:7][C:2]([NH:27][C:25]2[C:24]([CH3:28])=[N:23][N:22]([CH3:21])[CH:26]=2)=[N:3][CH:4]=1. (3) Given the reactants O[C:2]1[CH:7]=[N:6][C:5]([C:8]([O:10][CH3:11])=[O:9])=[CH:4][N:3]=1.P(Cl)(Cl)([Cl:14])=O, predict the reaction product. The product is: [Cl:14][C:2]1[CH:7]=[N:6][C:5]([C:8]([O:10][CH3:11])=[O:9])=[CH:4][N:3]=1. (4) Given the reactants Cl[C:2]1[CH:11]=[C:10]([C:12]([NH:14][CH2:15][C@H:16]2[CH2:21][CH2:20][C@H:19]([CH2:22][NH:23][C:24](=[O:30])[O:25][C:26]([CH3:29])([CH3:28])[CH3:27])[CH2:18][CH2:17]2)=[O:13])[C:9]2[C:4](=[CH:5][CH:6]=[CH:7][CH:8]=2)[N:3]=1.CC1(C)C(C)(C)OB([C:39]2[CH:40]=[N:41][NH:42][CH:43]=2)O1.C([O-])([O-])=O.[K+].[K+].C([O-])(O)=O.[Na+], predict the reaction product. The product is: [NH:41]1[CH:40]=[C:39]([C:2]2[CH:11]=[C:10]([C:12]([NH:14][CH2:15][C@H:16]3[CH2:21][CH2:20][C@H:19]([CH2:22][NH:23][C:24](=[O:30])[O:25][C:26]([CH3:29])([CH3:28])[CH3:27])[CH2:18][CH2:17]3)=[O:13])[C:9]3[C:4](=[CH:5][CH:6]=[CH:7][CH:8]=3)[N:3]=2)[CH:43]=[N:42]1. (5) Given the reactants [O-]CC.[Na+].[Cl:5][C:6]1[C:7]([NH:12][NH2:13])=[N:8][CH:9]=[CH:10][CH:11]=1.[C:14](OCC)(=[O:22])/[CH:15]=[CH:16]\[C:17]([O:19][CH2:20][CH3:21])=[O:18].C(O)(=O)C, predict the reaction product. The product is: [CH3:21][CH2:20][O:19][C:17]([CH:16]1[N:12]([C:7]2[N:8]=[CH:9][CH:10]=[CH:11][C:6]=2[Cl:5])[NH:13][C:14](=[O:22])[CH2:15]1)=[O:18]. (6) Given the reactants [Br:1][C:2]1[CH:7]=[CH:6][CH:5]=[C:4]([O:8][CH2:9]OC)[CH:3]=1.Br[C:13]1C=C(O)C=C[CH:18]=1.[CH3:20][CH2:21][N:22](C(C)C)[CH:23](C)[CH3:24].C([Cl:32])OC, predict the reaction product. The product is: [Cl-:32].[Br:1][C:2]1[CH:7]=[CH:6][CH:5]=[C:4]2[C:3]=1[CH2:13][CH2:18][C:9]1([O:8]2)[CH2:24][CH2:23][NH2+:22][CH2:21][CH2:20]1. (7) Given the reactants [CH3:1][C:2]1[CH:7]=[C:6]([C:8](=[O:16])[CH2:9][C:10]2[CH:15]=[CH:14][CH:13]=[CH:12][CH:11]=2)[CH:5]=[C:4]([CH3:17])[N:3]=1.[Br:18][C:19]1[CH:26]=[CH:25][C:22]([CH2:23]Br)=[CH:21][CH:20]=1, predict the reaction product. The product is: [Br:18][C:19]1[CH:26]=[CH:25][C:22]([CH2:23][CH:9]([C:10]2[CH:15]=[CH:14][CH:13]=[CH:12][CH:11]=2)[C:8]([C:6]2[CH:5]=[C:4]([CH3:17])[N:3]=[C:2]([CH3:1])[CH:7]=2)=[O:16])=[CH:21][CH:20]=1.